This data is from Forward reaction prediction with 1.9M reactions from USPTO patents (1976-2016). The task is: Predict the product of the given reaction. (1) Given the reactants [Cl:1][C:2]1[C:3]([NH2:9])=[N:4][CH:5]=[C:6]([Cl:8])[CH:7]=1.[C:10](N1C=CC=CC1=O)(N1C=CC=CC1=O)=[S:11], predict the reaction product. The product is: [Cl:1][C:2]1[C:3]([N:9]=[C:10]=[S:11])=[N:4][CH:5]=[C:6]([Cl:8])[CH:7]=1. (2) Given the reactants [C:1](Br)([CH3:4])([CH3:3])[CH3:2].[Br:6][C:7]1[C:8]([CH:17]([OH:23])[C:18]([O:20][CH2:21][CH3:22])=[O:19])=[CH:9][C:10]2[O:15][CH2:14][CH2:13][O:12][C:11]=2[CH:16]=1, predict the reaction product. The product is: [Br:6][C:7]1[C:8]([CH:17]([O:23][C:1]([CH3:4])([CH3:3])[CH3:2])[C:18]([O:20][CH2:21][CH3:22])=[O:19])=[CH:9][C:10]2[O:15][CH2:14][CH2:13][O:12][C:11]=2[CH:16]=1. (3) Given the reactants [Cl:1][CH2:2][CH2:3][CH2:4][N:5]1[CH:10]=[C:9]([C:11]2[S:12][CH:13]=[CH:14][CH:15]=2)[C:8](=[O:16])[NH:7][C:6]1=[O:17].Cl.[F:19][C:20]1[CH:21]=[C:22]2[C:30](=[CH:31][CH:32]=1)[C:25]1([CH2:29][CH2:28][NH:27][CH2:26]1)[CH2:24][CH2:23]2.C(=O)([O-])[O-].[K+].[K+].[I-].[Na+], predict the reaction product. The product is: [ClH:1].[F:19][C:20]1[CH:21]=[C:22]2[C:30](=[CH:31][CH:32]=1)[C:25]1([CH2:29][CH2:28][N:27]([CH2:2][CH2:3][CH2:4][N:5]3[CH:10]=[C:9]([C:11]4[S:12][CH:13]=[CH:14][CH:15]=4)[C:8](=[O:16])[NH:7][C:6]3=[O:17])[CH2:26]1)[CH2:24][CH2:23]2. (4) Given the reactants [CH3:1][O:2][C:3]1[C:4]([O:18][CH2:19][CH2:20][CH2:21][N:22]2[CH2:26][CH2:25][CH2:24][CH2:23]2)=[CH:5][C:6]([N+:15]([O-])=O)=[C:7]([C:9]2([C:13]#[N:14])[CH2:12][CH2:11][CH2:10]2)[CH:8]=1, predict the reaction product. The product is: [CH3:1][O:2][C:3]1[CH:8]=[C:7]2[C:6](=[CH:5][C:4]=1[O:18][CH2:19][CH2:20][CH2:21][N:22]1[CH2:26][CH2:25][CH2:24][CH2:23]1)[N:15]=[C:13]([NH2:14])[C:9]12[CH2:12][CH2:11][CH2:10]1. (5) The product is: [N:1]1([C:14]([O:16][CH2:17][CH:18]2[C:30]3[C:25](=[CH:26][CH:27]=[CH:28][CH:29]=3)[C:24]3[C:19]2=[CH:20][CH:21]=[CH:22][CH:23]=3)=[O:15])[CH2:13][C@H:7]([O:8][C:9]([CH3:11])([CH3:12])[CH3:10])[CH2:6][C@H:2]1[C:3]([O:5][CH2:38][CH:37]=[CH2:36])=[O:4]. Given the reactants [N:1]1([C:14]([O:16][CH2:17][CH:18]2[C:30]3[C:25](=[CH:26][CH:27]=[CH:28][CH:29]=3)[C:24]3[C:19]2=[CH:20][CH:21]=[CH:22][CH:23]=3)=[O:15])[CH2:13][C@H:7]([O:8][C:9]([CH3:12])([CH3:11])[CH3:10])[CH2:6][C@H:2]1[C:3]([OH:5])=[O:4].C(=O)(O)[O-].[Na+].[CH2:36](Br)[CH:37]=[CH2:38], predict the reaction product.